From a dataset of Forward reaction prediction with 1.9M reactions from USPTO patents (1976-2016). Predict the product of the given reaction. (1) Given the reactants N.[Li].[OH:3][C@H:4]1[C@:8]2([CH3:22])[CH2:9][C@H:10]3[C@H:19]([CH2:20][C@H:7]2[CH2:6][CH2:5]1)[C@@H:18]1[C:13](=[CH:14][C:15](=[O:21])[CH2:16][CH2:17]1)[CH2:12][CH2:11]3.[NH4+].[Cl-], predict the reaction product. The product is: [OH:3][C@H:4]1[C@:8]2([CH3:22])[CH2:9][C@H:10]3[C@H:19]([CH2:20][C@H:7]2[CH2:6][CH2:5]1)[C@@H:18]1[C@H:13]([CH2:14][C:15](=[O:21])[CH2:16][CH2:17]1)[CH2:12][CH2:11]3. (2) Given the reactants Br[C:2]1[C:3]([OH:16])=[C:4]2[C:9](=[CH:10][CH:11]=1)[N:8]([C:12](=[O:14])[CH3:13])[C@@H:7]([CH3:15])[CH2:6][CH2:5]2.CC1(C)C(C)(C)OB([C:25]2[CH:26]=[N:27][N:28]([CH:30]3[CH2:35][CH2:34][N:33]([C:36]([O:38][C:39]([CH3:42])([CH3:41])[CH3:40])=[O:37])[CH2:32][CH2:31]3)[CH:29]=2)O1.P([O-])([O-])([O-])=O.[K+].[K+].[K+], predict the reaction product. The product is: [C:12]([N:8]1[C:9]2[C:4](=[C:3]([OH:16])[C:2]([C:25]3[CH:26]=[N:27][N:28]([CH:30]4[CH2:31][CH2:32][N:33]([C:36]([O:38][C:39]([CH3:42])([CH3:41])[CH3:40])=[O:37])[CH2:34][CH2:35]4)[CH:29]=3)=[CH:11][CH:10]=2)[CH2:5][CH2:6][C@@H:7]1[CH3:15])(=[O:14])[CH3:13]. (3) Given the reactants [CH:1]1[C:10]2[C:5](=[C:6]([CH2:11][C:12]([OH:14])=O)[CH:7]=[CH:8][CH:9]=2)[CH:4]=[CH:3][N:2]=1.[NH2:15][C:16]1[S:17][CH:18]=[C:19]([Br:25])[C:20]=1[C:21]([O:23][CH3:24])=[O:22], predict the reaction product. The product is: [Br:25][C:19]1[C:20]([C:21]([O:23][CH3:24])=[O:22])=[C:16]([NH:15][C:12](=[O:14])[CH2:11][C:6]2[CH:7]=[CH:8][CH:9]=[C:10]3[C:5]=2[CH:4]=[CH:3][N:2]=[CH:1]3)[S:17][CH:18]=1. (4) Given the reactants [F:1][C:2]1[CH:3]=[CH:4][CH:5]=[C:6]2[C:10]=1[NH:9][CH:8]=[C:7]2[CH:11]=[O:12].[C:13](O[C:21]([O:23][C:24]([CH3:27])([CH3:26])C)=O)([O:15][C:16]([CH3:19])([CH3:18])[CH3:17])=[O:14].[C:28](#[N:30])[CH3:29], predict the reaction product. The product is: [F:1][C:2]1[CH:3]=[CH:4][CH:5]=[C:6]2[C:10]=1[N:9]([C:13]([O:15][C:16]([CH3:19])([CH3:18])[CH3:17])=[O:14])[CH:8]=[C:7]2[CH:11]=[O:12].[F:1][C:2]1[CH:3]=[CH:4][CH:5]=[C:6]2[C:10]=1[NH:9][CH:8]=[C:7]2[C:11](=[O:12])[CH:10]([NH:9][C:8]1[CH:7]=[CH:6][CH:26]=[C:24]([O:23][CH3:21])[CH:27]=1)[C:29]1[CH:28]=[N:30][CH:2]=[CH:3][CH:4]=1. (5) Given the reactants [NH:1]1[C:5]2=[N:6][C:7]([CH2:10][CH2:11][CH2:12][CH2:13][CH:14](O)[CH:15]=[CH:16][C:17]3[CH:18]=[N:19][C:20]([CH3:23])=[N:21][CH:22]=3)=[CH:8][CH:9]=[C:4]2[CH2:3][CH2:2]1.[C:25](O)(=[O:28])[CH2:26]C.[C:30]([CH3:40])(OCC)([O:34]CC)[O:31][CH2:32][CH3:33], predict the reaction product. The product is: [CH2:32]([O:31][C:30](=[O:34])[CH2:40][CH:16]([C:17]1[CH:18]=[N:19][C:20]([CH3:23])=[N:21][CH:22]=1)[CH:15]=[CH:14][CH2:13][CH2:12][CH2:11][CH2:10][C:7]1[N:6]=[C:5]2[N:1]([C:25](=[O:28])[CH3:26])[CH2:2][CH2:3][C:4]2=[CH:9][CH:8]=1)[CH3:33]. (6) Given the reactants C1(P(C2C=CC=CC=2)C2C=CC=CC=2)C=CC=CC=1.COC(C1CC2C(=CC=CC=2)CN1[C:34](=[O:54])[C:35]1[CH:40]=[C:39]([O:41][CH3:42])[C:38]([O:43][CH2:44][C:45]2[CH:50]=[CH:49][CH:48]=[CH:47][CH:46]=2)=[CH:37][C:36]=1[N+:51]([O-:53])=[O:52])=O.C(=C1CN2C(=O)C3C=C(OC)C(OCCCO)=CC=3N(COCC[Si](C)(C)C)C(=[O:66])C2C1)C, predict the reaction product. The product is: [CH2:44]([O:43][C:38]1[C:39]([O:41][CH3:42])=[CH:40][C:35]([C:34]([OH:54])=[O:66])=[C:36]([N+:51]([O-:53])=[O:52])[CH:37]=1)[C:45]1[CH:46]=[CH:47][CH:48]=[CH:49][CH:50]=1. (7) The product is: [CH3:31][N:29]1[CH:30]=[C:26]([N:25]2[C:16]3[C:15]4[CH:14]=[C:13]([C:11]5[CH:10]=[N:9][CH:8]=[C:7]([C:4]([CH3:6])([CH3:5])[CH2:3][OH:2])[CH:12]=5)[CH:22]=[CH:21][C:20]=4[N:19]=[CH:18][C:17]=3[N:23]([CH3:34])[C:24]2=[O:33])[C:27]([CH3:32])=[N:28]1. Given the reactants C[O:2][C:3](=O)[C:4]([C:7]1[CH:8]=[N:9][CH:10]=[C:11]([C:13]2[CH:22]=[CH:21][C:20]3[N:19]=[CH:18][C:17]4[N:23]([CH3:34])[C:24](=[O:33])[N:25]([C:26]5[C:27]([CH3:32])=[N:28][N:29]([CH3:31])[CH:30]=5)[C:16]=4[C:15]=3[CH:14]=2)[CH:12]=1)([CH3:6])[CH3:5].CO.[BH4-].[Na+], predict the reaction product. (8) Given the reactants [C:1]1([NH:7][C:8]([N:10]2[C:18]3[C:13](=[CH:14][C:15]([NH:19]S(C4C=C(Cl)C=C(Cl)C=4)(=O)=O)=[CH:16][CH:17]=3)[CH2:12][CH2:11]2)=[O:9])[CH:6]=[CH:5][CH:4]=[CH:3][CH:2]=1, predict the reaction product. The product is: [C:1]1([NH:7][C:8]([N:10]2[C:18]3[C:13](=[CH:14][C:15]([NH2:19])=[CH:16][CH:17]=3)[CH2:12][CH2:11]2)=[O:9])[CH:2]=[CH:3][CH:4]=[CH:5][CH:6]=1. (9) Given the reactants [C:1]([CH2:4][NH:5][C:6]1[C:14]2[C:9](=[CH:10][CH:11]=[C:12]([O:15][C:16]3[CH:21]=[CH:20][C:19](C(F)(F)F)=[CH:18][CH:17]=3)[CH:13]=2)[N:8]([C:26]2[CH:31]=[CH:30][C:29]([O:32][CH:33]([CH3:35])[CH3:34])=[CH:28][CH:27]=2)[C:7]=1[C:36]([OH:38])=[O:37])(=[O:3])[CH3:2].[F:39][C:40]([F:52])([F:51])[O:41]C1C=CC(B(O)O)=CC=1, predict the reaction product. The product is: [C:1]([CH2:4][NH:5][C:6]1[C:14]2[C:9](=[CH:10][CH:11]=[C:12]([O:15][C:16]3[CH:21]=[CH:20][C:19]([O:41][C:40]([F:52])([F:51])[F:39])=[CH:18][CH:17]=3)[CH:13]=2)[N:8]([C:26]2[CH:31]=[CH:30][C:29]([O:32][CH:33]([CH3:34])[CH3:35])=[CH:28][CH:27]=2)[C:7]=1[C:36]([OH:38])=[O:37])(=[O:3])[CH3:2]. (10) Given the reactants Cl.[NH2:2][C@@H:3]([CH2:8][NH:9][C:10]([O:12][C:13]([CH3:16])([CH3:15])[CH3:14])=[O:11])[C:4]([O:6][CH3:7])=[O:5].Cl[CH2:18][CH2:19][N:20]([CH2:32][CH2:33]Cl)[CH2:21][C:22]1[CH:27]=[CH:26][C:25]([C:28]([F:31])([F:30])[F:29])=[CH:24][CH:23]=1, predict the reaction product. The product is: [C:13]([O:12][C:10]([NH:9][CH2:8][C@H:3]([N:2]1[CH2:18][CH2:19][N:20]([CH2:21][C:22]2[CH:23]=[CH:24][C:25]([C:28]([F:29])([F:31])[F:30])=[CH:26][CH:27]=2)[CH2:32][CH2:33]1)[C:4]([O:6][CH3:7])=[O:5])=[O:11])([CH3:16])([CH3:15])[CH3:14].